Dataset: Reaction yield outcomes from USPTO patents with 853,638 reactions. Task: Predict the reaction yield, written as a fraction of the theoretical maximum amount of product (1.0 means a 100% yield; for example, 0.34 means a 34% yield). (1) The reactants are FC(F)(F)C(O)=O.[Cl:8][C:9]1[CH:10]=[C:11]([CH:40]=[CH:41][C:42]=1[NH:43][C:44]([NH:46][CH:47]1[CH2:49][CH2:48]1)=[O:45])[O:12][C:13]1[C:22]2[C:17](=[CH:18][C:19]([O:25][CH2:26][CH:27]3[CH2:32][CH2:31][N:30](C(OC(C)(C)C)=O)[CH2:29][CH2:28]3)=[C:20]([C:23]#[N:24])[CH:21]=2)[N:16]=[CH:15][CH:14]=1.C(=O)(O)[O-].[Na+].C(OCC)(=O)C. The catalyst is O. The product is [Cl:8][C:9]1[CH:10]=[C:11]([O:12][C:13]2[C:22]3[C:17](=[CH:18][C:19]([O:25][CH2:26][CH:27]4[CH2:28][CH2:29][NH:30][CH2:31][CH2:32]4)=[C:20]([C:23]#[N:24])[CH:21]=3)[N:16]=[CH:15][CH:14]=2)[CH:40]=[CH:41][C:42]=1[NH:43][C:44]([NH:46][CH:47]1[CH2:49][CH2:48]1)=[O:45]. The yield is 0.996. (2) The reactants are [NH2:1][C:2]1[CH:10]=[CH:9][CH:8]=[C:4]([C:5]([OH:7])=[O:6])[C:3]=1[OH:11].[CH3:12][CH2:13]O. The catalyst is OS(O)(=O)=O. The product is [CH2:12]([O:6][C:5](=[O:7])[C:4]1[C:3](=[C:2]([NH2:1])[CH:10]=[CH:9][CH:8]=1)[OH:11])[CH3:13]. The yield is 0.460. (3) The product is [C:5]([C:4]1[CH:3]=[C:18]([CH:10]=[CH:9][CH:8]=1)[C:17]([NH2:14])=[O:49])([OH:11])=[O:6]. The yield is 0.870. The catalyst is C(#N)C.C([O-])(=O)C.[Pd+2].C([O-])(=O)C. The reactants are IC1[CH:3]=[C:4]([CH:8]=[CH:9][CH:10]=1)[C:5](N)=[O:6].[OH2:11].C([N:14]([CH2:17][CH3:18])CC)C.C1(P(C(P(C2C=CC=CC=2)C2C=CC=CC=2)(C)C)C2C=CC=CC=2)C=CC=CC=1.[C]=[O:49]. (4) The reactants are CN([CH:4]=[C:5]1[CH2:25][C:9]2([CH2:14][CH2:13][N:12]([C:15]([O:17][CH2:18][C:19]3[CH:24]=[CH:23][CH:22]=[CH:21][CH:20]=3)=[O:16])[CH2:11][CH2:10]2)[CH:8]=[CH:7][C:6]1=O)C.C(O)(=O)C.Cl.[C:32]([NH:36][NH2:37])([CH3:35])([CH3:34])[CH3:33]. The catalyst is C(O)C. The product is [C:32]([N:36]1[C:6]2[CH:7]=[CH:8][C:9]3([CH2:10][CH2:11][N:12]([C:15]([O:17][CH2:18][C:19]4[CH:20]=[CH:21][CH:22]=[CH:23][CH:24]=4)=[O:16])[CH2:13][CH2:14]3)[CH2:25][C:5]=2[CH:4]=[N:37]1)([CH3:35])([CH3:34])[CH3:33]. The yield is 0.790. (5) The reactants are [CH3:1][C@H:2]1[CH2:7][NH:6][CH2:5][CH2:4][NH:3]1.[Br:8][C:9]1[N:14]=[CH:13][CH:12]=[CH:11][N:10]=1. The catalyst is C1(C)C(C)=CC=CC=1. The product is [BrH:8].[CH3:1][C@@H:2]1[NH:3][CH2:4][CH2:5][N:6]([C:9]2[N:14]=[CH:13][CH:12]=[CH:11][N:10]=2)[CH2:7]1. The yield is 0.400. (6) The reactants are I[C:2]1[CH:7]=[CH:6][C:5]([O:8][CH3:9])=[CH:4][C:3]=1[N+:10]([O-:12])=[O:11].C1([Mg]Cl)C=CC=CC=1.[CH3:21][C:22]([CH3:26])([CH3:25])[CH:23]=[O:24]. The catalyst is C1COCC1. The product is [CH3:9][O:8][C:5]1[CH:6]=[CH:7][C:2]([CH:23]([OH:24])[C:22]([CH3:26])([CH3:25])[CH3:21])=[C:3]([N+:10]([O-:12])=[O:11])[CH:4]=1. The yield is 0.740. (7) The reactants are [CH3:1][O:2][C:3]([C:5]1N=C2C(C(F)(F)F)=CC(Br)=CN2[C:18]=1CC(OC)=O)=[O:4].[C:24]1([C:30]2[N:35]=[N:34][C:33]([NH2:36])=[C:32]([C:37]([F:40])([F:39])[F:38])[CH:31]=2)[CH:29]=[CH:28][CH:27]=[CH:26][CH:25]=1.BrCC(=O)C(OC)=O. The catalyst is CN(C=O)C. The product is [CH3:1][O:2][C:3]([C:5]1[N:36]=[C:33]2[C:32]([C:37]([F:39])([F:40])[F:38])=[CH:31][C:30]([C:24]3[CH:25]=[CH:26][CH:27]=[CH:28][CH:29]=3)=[N:35][N:34]2[CH:18]=1)=[O:4]. The yield is 0.700. (8) The reactants are [NH2:1][C:2]1[N:7]=[CH:6][N:5]=[C:4]2[N:8]([CH:12]([C:14]3[C:15]([O:31][CH3:32])=[C:16]([CH:22]4[CH2:25][N:24]([C@H:26]([CH3:30])[C:27]([OH:29])=O)[CH2:23]4)[C:17]([CH3:21])=[C:18]([Cl:20])[CH:19]=3)[CH3:13])[N:9]=[C:10]([CH3:11])[C:3]=12.F[P-](F)(F)(F)(F)F.N1(O[P+](N(C)C)(N(C)C)[N:51]([CH3:53])[CH3:52])C2C=CC=CC=2N=N1.C(N(CC)CC)C.Cl.CNC. The catalyst is CN(C=O)C.CO. The product is [NH2:1][C:2]1[N:7]=[CH:6][N:5]=[C:4]2[N:8]([CH:12]([C:14]3[C:15]([O:31][CH3:32])=[C:16]([CH:22]4[CH2:25][N:24]([C@H:26]([CH3:30])[C:27]([N:51]([CH3:53])[CH3:52])=[O:29])[CH2:23]4)[C:17]([CH3:21])=[C:18]([Cl:20])[CH:19]=3)[CH3:13])[N:9]=[C:10]([CH3:11])[C:3]=12. The yield is 0.630. (9) The reactants are [CH3:1][O:2][CH2:3][C:4](=[O:22])[C:5](=[N:10][NH:11][C:12]1[CH:17]=[CH:16][CH:15]=[C:14]([C:18]([F:21])([F:20])[F:19])[CH:13]=1)[C:6]([O:8][CH3:9])=[O:7].[CH3:23]OC(OC)N(C)C. No catalyst specified. The product is [CH3:1][O:2][C:3]1[C:4](=[O:22])[C:5]([C:6]([O:8][CH3:9])=[O:7])=[N:10][N:11]([C:12]2[CH:17]=[CH:16][CH:15]=[C:14]([C:18]([F:21])([F:19])[F:20])[CH:13]=2)[CH:23]=1. The yield is 0.890. (10) The reactants are [C:1]([C:3]1([C:16]2[CH:21]=[CH:20][C:19]([CH2:22][OH:23])=[CH:18][CH:17]=2)[CH2:8][CH2:7][N:6]([C:9]([O:11][C:12]([CH3:15])([CH3:14])[CH3:13])=[O:10])[CH2:5][CH2:4]1)#[N:2].C(=O)(O)[O-].[Na+]. The catalyst is C(Cl)Cl. The product is [C:12]([O:11][C:9]([N:6]1[CH2:7][CH2:8][C:3]([C:1]#[N:2])([C:16]2[CH:17]=[CH:18][C:19]([CH:22]=[O:23])=[CH:20][CH:21]=2)[CH2:4][CH2:5]1)=[O:10])([CH3:15])([CH3:13])[CH3:14]. The yield is 0.770.